This data is from Retrosynthesis with 50K atom-mapped reactions and 10 reaction types from USPTO. The task is: Predict the reactants needed to synthesize the given product. (1) The reactants are: C=CC(=O)OC.COc1nc(Cl)cc(Cl)n1. Given the product COC(=O)C=Cc1cc(Cl)nc(OC)n1, predict the reactants needed to synthesize it. (2) Given the product Cc1cc(C#N)cnc1C(=O)Nc1ccc(F)c(C2(C)COC(CF)(CF)C(NC(=O)OC(C)(C)C)=N2)c1, predict the reactants needed to synthesize it. The reactants are: CC(C)(C)OC(=O)NC1=NC(C)(c2cc(N)ccc2F)COC1(CF)CF.Cc1cc(C#N)cnc1C(=O)O. (3) Given the product O=C(NC1CC1)c1ccc(-c2ccc3nnn(Cc4ccc5ncccc5c4)c3n2)cc1Cl, predict the reactants needed to synthesize it. The reactants are: NC1CC1.O=C(O)c1ccc(-c2ccc3nnn(Cc4ccc5ncccc5c4)c3n2)cc1Cl. (4) Given the product CC1(C)OB(c2ccc(NC(=O)Nc3cc(C(F)(F)F)ccc3F)cc2)OC1(C)C, predict the reactants needed to synthesize it. The reactants are: CC1(C)OB(c2ccc(N)cc2)OC1(C)C.O=C=Nc1cc(C(F)(F)F)ccc1F. (5) Given the product COC(=O)c1cc(Cn2ncc(=O)c3ccccc32)ccc1F, predict the reactants needed to synthesize it. The reactants are: COC(=O)c1cc(CBr)ccc1F.O=c1cn[nH]c2ccccc12. (6) Given the product CC(C)(C)OC(=O)n1cc(-c2ccc3c(c2)C(=O)NS3(=O)=O)c2ccc(F)cc21, predict the reactants needed to synthesize it. The reactants are: CC(C)(C)OC(=O)n1cc(B2OC(C)(C)C(C)(C)O2)c2ccc(F)cc21.O=C1NS(=O)(=O)c2ccc(Br)cc21.